Predict the reaction yield, written as a fraction of the theoretical maximum amount of product (1.0 means a 100% yield; for example, 0.34 means a 34% yield). From a dataset of Reaction yield outcomes from USPTO patents with 853,638 reactions. (1) The reactants are [CH3:1][O:2][CH2:3][CH2:4][NH:5][CH2:6][CH2:7][O:8][CH3:9].[CH:10](O)=O.C=O.Cl. No catalyst specified. The product is [CH3:1][O:2][CH2:3][CH2:4][N:5]([CH2:6][CH2:7][O:8][CH3:9])[CH3:10]. The yield is 0.500. (2) The product is [NH2:74][C:72](=[O:73])[CH2:71][NH:70][C:30](=[O:31])[C:29]1[CH:33]=[CH:34][C:35]([CH3:36])=[C:27]([C:10]2[C:11]3[CH:17]=[CH:16][C:15](=[O:18])[N:14]([C:19]4[C:20]([F:26])=[CH:21][CH:22]=[CH:23][C:24]=4[F:25])[C:12]=3[N:13]=[C:8]([NH:7][CH2:6][CH2:5][CH2:4][N:3]([CH2:1][CH3:2])[CH2:37][CH3:38])[N:9]=2)[CH:28]=1. The catalyst is CN(C=O)C. The reactants are [CH2:1]([N:3]([CH2:37][CH3:38])[CH2:4][CH2:5][CH2:6][NH:7][C:8]1[N:9]=[C:10]([C:27]2[CH:28]=[C:29]([CH:33]=[CH:34][C:35]=2[CH3:36])[C:30](O)=[O:31])[C:11]2[CH:17]=[CH:16][C:15](=[O:18])[N:14]([C:19]3[C:24]([F:25])=[CH:23][CH:22]=[CH:21][C:20]=3[F:26])[C:12]=2[N:13]=1)[CH3:2].CN(C(ON1N=NC2C=CC=CC1=2)=[N+](C)C)C.F[P-](F)(F)(F)(F)F.C(N(CC)CC)C.[NH2:70][CH2:71][C:72]([NH2:74])=[O:73]. The yield is 0.310. (3) The reactants are C(OC([N:8]1[CH2:13][CH2:12][O:11][C:10]2[CH:14]=[CH:15][C:16]([CH2:18][C:19](OC(C)(C)C)=[O:20])=[N:17][C:9]1=2)=O)(C)(C)C.[BH4-].[Li+]. The catalyst is C1COCC1. The product is [O:11]1[CH2:12][CH2:13][NH:8][C:9]2[N:17]=[C:16]([CH2:18][CH2:19][OH:20])[CH:15]=[CH:14][C:10]1=2. The yield is 0.940. (4) The catalyst is CN(C=O)C.O. The product is [F:36][C:30]1[CH:29]=[C:28]([NH:37][C:38]([C@@H:40]2[N:49]([C:65]([C@H:63]3[CH2:64][C@@H:62]3[CH2:61][C:60]([O:59][CH2:52][C:53]3[CH:54]=[CH:55][CH:56]=[CH:57][CH:58]=3)=[O:68])=[O:66])[CH2:48][CH2:47][C:46]3[N:45]=[C:44]([O:50][CH3:51])[CH:43]=[CH:42][C:41]2=3)=[O:39])[CH:27]=[C:26]([F:25])[C:31]=1[Si:32]([CH3:35])([CH3:34])[CH3:33].[F:36][C:30]1[CH:29]=[C:28]([NH:37][C:38]([C@@H:40]2[N:49]([C:65]([C@@H:63]3[CH2:64][C@H:62]3[CH2:61][C:60]([O:59][CH2:52][C:53]3[CH:54]=[CH:55][CH:56]=[CH:57][CH:58]=3)=[O:68])=[O:67])[CH2:48][CH2:47][C:46]3[N:45]=[C:44]([O:50][CH3:51])[CH:43]=[CH:42][C:41]2=3)=[O:39])[CH:27]=[C:26]([F:25])[C:31]=1[Si:32]([CH3:35])([CH3:34])[CH3:33]. The yield is 0.230. The reactants are CN(C(ON1N=NC2C=CC=NC1=2)=[N+](C)C)C.F[P-](F)(F)(F)(F)F.[F:25][C:26]1[CH:27]=[C:28]([NH:37][C:38]([C@@H:40]2[NH:49][CH2:48][CH2:47][C:46]3[N:45]=[C:44]([O:50][CH3:51])[CH:43]=[CH:42][C:41]2=3)=[O:39])[CH:29]=[C:30]([F:36])[C:31]=1[Si:32]([CH3:35])([CH3:34])[CH3:33].[CH2:52]([O:59][C:60](=[O:68])[CH2:61][C@@H:62]1[CH2:64][C@H:63]1[C:65]([OH:67])=[O:66])[C:53]1[CH:58]=[CH:57][CH:56]=[CH:55][CH:54]=1.CCN(C(C)C)C(C)C. (5) The reactants are C1C=CC(COC([NH:11][CH2:12][C:13](O)=[O:14])=O)=CC=1.C(Cl)(=O)C(Cl)=O.[C:22]([O:26][C:27]([NH:29][CH2:30][C:31]1[C:32]([C:50]2[CH:55]=[CH:54][C:53]([CH3:56])=[CH:52][CH:51]=2)=[C:33]([CH2:42][NH:43][CH2:44][C:45](OCC)=[O:46])[C:34]([CH3:41])=[N:35][C:36]=1[CH2:37][CH:38]([CH3:40])[CH3:39])=[O:28])([CH3:25])([CH3:24])[CH3:23].N1C=CC=CC=1. The catalyst is O1CCCC1.CN(C)C1C=CN=CC=1.O.CN(C)C=O. The product is [O:14]=[C:13]1[CH2:12][NH:11][C:45](=[O:46])[CH2:44][N:43]1[CH2:42][C:33]1[C:32]([C:50]2[CH:55]=[CH:54][C:53]([CH3:56])=[CH:52][CH:51]=2)=[C:31]([CH2:30][NH:29][C:27](=[O:28])[O:26][C:22]([CH3:25])([CH3:24])[CH3:23])[C:36]([CH2:37][CH:38]([CH3:39])[CH3:40])=[N:35][C:34]=1[CH3:41]. The yield is 0.0240. (6) The yield is 0.320. The reactants are [Cl:1][C:2]1[CH:7]=[C:6]([C:8]2[CH:9]=[N:10][N:11]([CH:13]([O:15][CH2:16][CH3:17])[CH3:14])[CH:12]=2)[C:5]([C:18]2[CH:23]=[C:22]([F:24])[CH:21]=[C:20]([F:25])[CH:19]=2)=[C:4]([C:26](=O)[CH3:27])[CH:3]=1.C([O-])(=O)C.[NH4+:33]. The product is [Cl:1][C:2]1[CH:7]=[C:6]([C:8]2[CH:9]=[N:10][N:11]([CH:13]([O:15][CH2:16][CH3:17])[CH3:14])[CH:12]=2)[C:5]([C:18]2[CH:19]=[C:20]([F:25])[CH:21]=[C:22]([F:24])[CH:23]=2)=[C:4]([CH:26]([NH2:33])[CH3:27])[CH:3]=1. The catalyst is CO.C(#N)C. (7) The yield is 0.930. The reactants are Cl.[CH2:2]1[C:10]2[C:5](=[CH:6][CH:7]=[CH:8][CH:9]=2)[CH2:4][CH:3]1[C@H:11]1[NH:16][C:15](=[O:17])[C@@H:14]([CH:18]([CH2:21][CH3:22])[CH2:19][CH3:20])[N:13]([CH2:23][C:24]2[CH:29]=[CH:28][CH:27]=[CH:26][C:25]=2[S:30]([CH:33]2[CH2:38][CH2:37][NH:36][CH2:35][CH2:34]2)(=[O:32])=[O:31])[C:12]1=[O:39]. The catalyst is CO. The product is [CH2:2]1[C:10]2[C:5](=[CH:6][CH:7]=[CH:8][CH:9]=2)[CH2:4][CH:3]1[C@H:11]1[NH:16][C:15](=[O:17])[C@@H:14]([CH:18]([CH2:21][CH3:22])[CH2:19][CH3:20])[N:13]([CH2:23][C:24]2[CH:29]=[CH:28][CH:27]=[CH:26][C:25]=2[S:30]([CH:33]2[CH2:34][CH2:35][NH:36][CH2:37][CH2:38]2)(=[O:32])=[O:31])[C:12]1=[O:39]. (8) The reactants are [NH2:1][C:2]1[CH:7]=[N:6][CH:5]=[C:4]([Cl:8])[N:3]=1.[CH3:9][C:10]1[CH:11]=[C:12]([CH:16]=[CH:17][CH:18]=1)[C:13](Cl)=[O:14]. The catalyst is N1C=CC=CC=1. The product is [Cl:8][C:4]1[N:3]=[C:2]([NH:1][C:13](=[O:14])[C:12]2[CH:16]=[CH:17][CH:18]=[C:10]([CH3:9])[CH:11]=2)[CH:7]=[N:6][CH:5]=1. The yield is 0.970. (9) The reactants are [NH2:1][C:2]1[N:7]=[C:6]([C:8]2[S:12][C:11]3[CH:13]=[CH:14][C:15]([C:17]#[N:18])=[CH:16][C:10]=3[C:9]=2[CH3:19])[CH:5]=[CH:4][N:3]=1.[H-].[H-].[H-].[H-].[Li+].[Al+3]. The catalyst is C1COCC1. The product is [NH2:18][CH2:17][C:15]1[CH:14]=[CH:13][C:11]2[S:12][C:8]([C:6]3[CH:5]=[CH:4][N:3]=[C:2]([NH2:1])[N:7]=3)=[C:9]([CH3:19])[C:10]=2[CH:16]=1. The yield is 0.910. (10) The reactants are Br[C:2]1[CH:7]=[CH:6][C:5]([CH2:8][NH:9][S:10]([CH3:13])(=[O:12])=[O:11])=[CH:4][CH:3]=1.[F:14][C:15]([F:26])([F:25])[C:16]1[C:17]2[CH2:24][O:23][CH2:22][CH2:21][C:18]=2[NH:19][N:20]=1.CN(C)CC(O)=O.C(=O)([O-])[O-].[Cs+].[Cs+]. The catalyst is CS(C)=O.[Cu-]=O. The product is [F:25][C:15]([F:14])([F:26])[C:16]1[C:17]2[CH2:24][O:23][CH2:22][CH2:21][C:18]=2[N:19]([C:2]2[CH:7]=[CH:6][C:5]([CH2:8][NH:9][S:10]([CH3:13])(=[O:12])=[O:11])=[CH:4][CH:3]=2)[N:20]=1. The yield is 0.0500.